Dataset: Reaction yield outcomes from USPTO patents with 853,638 reactions. Task: Predict the reaction yield, written as a fraction of the theoretical maximum amount of product (1.0 means a 100% yield; for example, 0.34 means a 34% yield). (1) The product is [F:1][C:2]1[CH:7]=[C:6]([I:8])[CH:5]=[CH:4][C:3]=1[N:9]1[C:14]2[N:15]([CH3:22])[C:16](=[O:21])[C:17]([CH3:20])=[C:18]([O:19][S:44]([C:43]([F:56])([F:55])[F:42])(=[O:46])=[O:45])[C:13]=2[C:12](=[O:23])[N:11]([CH2:24][C:25]2[CH:26]=[CH:27][C:28]([O:31][CH3:32])=[CH:29][CH:30]=2)[C:10]1=[O:33]. The reactants are [F:1][C:2]1[CH:7]=[C:6]([I:8])[CH:5]=[CH:4][C:3]=1[N:9]1[C:14]2[N:15]([CH3:22])[C:16](=[O:21])[C:17]([CH3:20])=[C:18]([OH:19])[C:13]=2[C:12](=[O:23])[N:11]([CH2:24][C:25]2[CH:30]=[CH:29][C:28]([O:31][CH3:32])=[CH:27][CH:26]=2)[C:10]1=[O:33].N1C(C)=CC=CC=1C.[F:42][C:43]([F:56])([F:55])[S:44](O[S:44]([C:43]([F:56])([F:55])[F:42])(=[O:46])=[O:45])(=[O:46])=[O:45].C(=O)([O-])O.[Na+]. The catalyst is C(Cl)(Cl)Cl.C(O)(C)C. The yield is 0.828. (2) The reactants are [CH3:1][S:2][C:3]1[CH:8]=[C:7]([C:9]2[C:22]3[C:23]4=[C:24]5[C:19](=[CH:20][CH:21]=3)[CH:18]=[CH:17][CH:16]=[C:15]5[CH:14]=[CH:13][C:12]4=[CH:11][CH:10]=2)OC(=O)[C:4]=1[C:26]([O:28][CH3:29])=[O:27].[C:30]1([N:36]2[CH:44]=[C:43]3[C:38]([CH2:39][CH2:40][CH2:41][C:42]3=O)=[N:37]2)[CH:35]=[CH:34][CH:33]=[CH:32][CH:31]=1.[OH-].[K+].Cl. The catalyst is CN(C=O)C. The product is [CH3:1][S:2][C:3]1[CH:8]=[C:7]([C:9]2[C:22]3[C:23]4=[C:24]5[C:19](=[CH:20][CH:21]=3)[CH:18]=[CH:17][CH:16]=[C:15]5[CH:14]=[CH:13][C:12]4=[CH:11][CH:10]=2)[C:41]2[CH2:40][CH2:39][C:38]3[C:43](=[CH:44][N:36]([C:30]4[CH:35]=[CH:34][CH:33]=[CH:32][CH:31]=4)[N:37]=3)[C:42]=2[C:4]=1[C:26]([O:28][CH3:29])=[O:27]. The yield is 0.580. (3) The reactants are [CH3:1][C:2]1[CH:3]=[C:4]([CH:6]=[CH:7][CH:8]=1)[NH2:5].CCN(CC)CC.ClC(Cl)(O[C:20](=[O:26])OC(Cl)(Cl)Cl)Cl.[C:28]([C:31]1[C:35]2[CH2:36][NH:37][CH2:38][CH2:39][C:34]=2[NH:33][N:32]=1)([CH3:30])=[CH2:29]. The catalyst is C(Cl)Cl.[Cl-].[Na+].O. The product is [C:28]([C:31]1[C:35]2[CH2:36][N:37]([C:20]([NH:5][C:4]3[CH:3]=[C:2]([CH3:1])[CH:8]=[CH:7][CH:6]=3)=[O:26])[CH2:38][CH2:39][C:34]=2[NH:33][N:32]=1)([CH3:30])=[CH2:29]. The yield is 0.409. (4) The reactants are [CH3:1][N:2]([CH3:11])[C:3]1[CH:8]=[CH:7][N:6]=[C:5]([CH2:9]O)[N:4]=1.S(Cl)([Cl:14])=O. The catalyst is C(Cl)(Cl)Cl. The product is [Cl:14][CH2:9][C:5]1[N:4]=[C:3]([N:2]([CH3:11])[CH3:1])[CH:8]=[CH:7][N:6]=1. The yield is 0.720.